Predict the product of the given reaction. From a dataset of Forward reaction prediction with 1.9M reactions from USPTO patents (1976-2016). (1) Given the reactants [Cl:1][C:2]1[N:3]=[CH:4][C:5]([I:12])=[C:6]2[C:10]([CH3:11])=[CH:9][NH:8][C:7]=12.[H-].[Na+].[C:15](O[C:15]([O:17][C:18]([CH3:21])([CH3:20])[CH3:19])=[O:16])([O:17][C:18]([CH3:21])([CH3:20])[CH3:19])=[O:16], predict the reaction product. The product is: [C:18]([O:17][C:15]([N:8]1[C:7]2=[C:2]([Cl:1])[N:3]=[CH:4][C:5]([I:12])=[C:6]2[C:10]([CH3:11])=[CH:9]1)=[O:16])([CH3:21])([CH3:20])[CH3:19]. (2) Given the reactants [F:1][C:2]1[CH:25]=[CH:24][C:5]([O:6][CH:7]2[CH2:10][N:9]([C:11]3[N:19]=[CH:18][C:17]([C:20]([F:23])([F:22])[F:21])=[CH:16][C:12]=3[C:13](O)=[O:14])[CH2:8]2)=[CH:4][C:3]=1[C:26]([F:29])([F:28])[F:27].Cl.[NH2:31][C:32]1([C:35]2[CH:44]=[CH:43][C:38]([C:39]([O:41][CH3:42])=[O:40])=[CH:37][CH:36]=2)[CH2:34][CH2:33]1, predict the reaction product. The product is: [F:1][C:2]1[CH:25]=[CH:24][C:5]([O:6][CH:7]2[CH2:10][N:9]([C:11]3[N:19]=[CH:18][C:17]([C:20]([F:23])([F:22])[F:21])=[CH:16][C:12]=3[C:13]([NH:31][C:32]3([C:35]4[CH:44]=[CH:43][C:38]([C:39]([O:41][CH3:42])=[O:40])=[CH:37][CH:36]=4)[CH2:34][CH2:33]3)=[O:14])[CH2:8]2)=[CH:4][C:3]=1[C:26]([F:28])([F:27])[F:29]. (3) Given the reactants [CH:1]1([O:4][C:5]2[CH:10]=[CH:9][N:8]=[C:7]([NH:11][C:12]([C:14]3[CH:51]=[CH:50][C:17]([O:18][C:19]4[CH:24]=[CH:23][N:22]=[C:21]5[N:25]([CH2:41][C:42]6[CH:47]=[CH:46][C:45]([O:48][CH3:49])=[CH:44][CH:43]=6)[N:26]=[C:27]([NH:28][C@@H:29]6[CH2:33][CH2:32][N:31]([C:34]([O:36]C(C)(C)C)=O)[CH2:30]6)[C:20]=45)=[CH:16][CH:15]=3)=[O:13])[CH:6]=2)[CH2:3][CH2:2]1.Cl.[CH:53]1([N:56]([CH3:63])[CH2:57]/[CH:58]=[CH:59]/C(O)=O)[CH2:55][CH2:54]1, predict the reaction product. The product is: [CH:1]1([O:4][C:5]2[CH:10]=[CH:9][N:8]=[C:7]([NH:11][C:12](=[O:13])[C:14]3[CH:51]=[CH:50][C:17]([O:18][C:19]4[CH:24]=[CH:23][N:22]=[C:21]5[N:25]([CH2:41][C:42]6[CH:47]=[CH:46][C:45]([O:48][CH3:49])=[CH:44][CH:43]=6)[N:26]=[C:27]([NH:28][C@@H:29]6[CH2:33][CH2:32][N:31]([C:34](=[O:36])/[CH:59]=[CH:58]/[CH2:57][N:56]([CH:53]7[CH2:55][CH2:54]7)[CH3:63])[CH2:30]6)[C:20]=45)=[CH:16][CH:15]=3)[CH:6]=2)[CH2:3][CH2:2]1. (4) Given the reactants [CH2:1]([NH:8][CH2:9][CH2:10][OH:11])[C:2]1[CH:7]=[CH:6][CH:5]=[CH:4][CH:3]=1.C([BH3-])#N.[Na+].[NH2:16][C:17]([NH:19][C:20]1[NH:21][C:22]([C:28]2[CH:33]=[CH:32][C:31]([CH:34]=O)=[CH:30][CH:29]=2)=[CH:23][C:24]=1[C:25]([NH2:27])=[O:26])=[O:18].C(=O)([O-])O.[Na+], predict the reaction product. The product is: [NH2:16][C:17]([NH:19][C:20]1[NH:21][C:22]([C:28]2[CH:29]=[CH:30][C:31]([CH2:34][N:8]([CH2:1][C:2]3[CH:7]=[CH:6][CH:5]=[CH:4][CH:3]=3)[CH2:9][CH2:10][OH:11])=[CH:32][CH:33]=2)=[CH:23][C:24]=1[C:25]([NH2:27])=[O:26])=[O:18].